From a dataset of Reaction yield outcomes from USPTO patents with 853,638 reactions. Predict the reaction yield, written as a fraction of the theoretical maximum amount of product (1.0 means a 100% yield; for example, 0.34 means a 34% yield). (1) The reactants are [F:1][C:2]1[C:15]2[O:14][C:13]3[C:8](=[CH:9][C:10]([C:16]4[C:17]([F:22])=[N:18][CH:19]=[CH:20][CH:21]=4)=[CH:11][CH:12]=3)[C:7]3([CH2:27][CH2:26][O:25][C:24]([NH2:28])=[N:23]3)[C:6]=2[CH:5]=[C:4]([O:29]C)[CH:3]=1.C(Cl)Cl. No catalyst specified. The product is [NH2:28][C:24]1[O:25][CH2:26][CH2:27][C:7]2([N:23]=1)[C:6]1[CH:5]=[C:4]([OH:29])[CH:3]=[C:2]([F:1])[C:15]=1[O:14][C:13]1[C:8]2=[CH:9][C:10]([C:16]2[C:17]([F:22])=[N:18][CH:19]=[CH:20][CH:21]=2)=[CH:11][CH:12]=1. The yield is 0.990. (2) The catalyst is CN(C)C=O. The yield is 0.140. The product is [C:1]([C:4]1[CH:5]=[CH:6][C:7]([NH:10][C:11](=[S:14])[NH:12][N:13]=[CH:19][C:18]2[CH:21]=[CH:22][CH:23]=[C:24]([C:25]3[CH:26]=[CH:27][C:28]([CH3:31])=[CH:29][CH:30]=3)[C:17]=2[O:16][CH3:15])=[CH:8][CH:9]=1)([OH:3])=[O:2]. The reactants are [C:1]([C:4]1[CH:9]=[CH:8][C:7]([NH:10][C:11](=[S:14])[NH:12][NH2:13])=[CH:6][CH:5]=1)([OH:3])=[O:2].[CH3:15][O:16][C:17]1[C:24]([C:25]2[CH:30]=[CH:29][C:28]([CH3:31])=[CH:27][CH:26]=2)=[CH:23][CH:22]=[CH:21][C:18]=1[CH:19]=O.S(NN)(C1C=CC(C)=CC=1)(=O)=O. (3) The reactants are [CH2:1]([N:8]([CH2:15][C:16]1[C:21](Cl)=[N:20][C:19]([N:23]([CH:25]2[CH2:28][CH2:27][CH2:26]2)[CH3:24])=[CH:18][N:17]=1)[CH2:9][C@@H:10]([OH:14])[CH2:11][O:12][CH3:13])[C:2]1[CH:7]=[CH:6][CH:5]=[CH:4][CH:3]=1.CC(C)([O-])C.[K+].O. The catalyst is CN(C=O)C. The product is [CH2:1]([N:8]1[CH2:15][C:16]2[N:17]=[CH:18][C:19]([N:23]([CH:25]3[CH2:28][CH2:27][CH2:26]3)[CH3:24])=[N:20][C:21]=2[O:14][C@@H:10]([CH2:11][O:12][CH3:13])[CH2:9]1)[C:2]1[CH:7]=[CH:6][CH:5]=[CH:4][CH:3]=1. The yield is 0.870. (4) The reactants are [CH3:1][O-].[Na+].[N:4]#[C:5][NH2:6].[N:7]([C:10]1[CH:15]=[CH:14][C:13]([S:16]([CH3:19])(=[O:18])=[O:17])=[CH:12][CH:11]=1)=[C:8]=[S:9].IC. No catalyst specified. The product is [C:5](/[N:6]=[C:8](\[S:9][CH3:1])/[NH:7][C:10]1[CH:11]=[CH:12][C:13]([S:16]([CH3:19])(=[O:18])=[O:17])=[CH:14][CH:15]=1)#[N:4]. The yield is 0.510. (5) The reactants are Br[C:2]1[CH:16]=[N:15][C:5]2[NH:6][C:7]3[CH:12]=[N:11][C:10]([C:13]#[N:14])=[CH:9][C:8]=3[C:4]=2[CH:3]=1.[Cl-].[Li+].CCN(C(C)C)C(C)C.C([Sn](CCCC)(CCCC)[C:33]1[O:34][CH:35]=[CH:36][N:37]=1)CCC.[F-].[K+]. The catalyst is CN(C=O)C.C1C=CC([P]([Pd]([P](C2C=CC=CC=2)(C2C=CC=CC=2)C2C=CC=CC=2)([P](C2C=CC=CC=2)(C2C=CC=CC=2)C2C=CC=CC=2)[P](C2C=CC=CC=2)(C2C=CC=CC=2)C2C=CC=CC=2)(C2C=CC=CC=2)C2C=CC=CC=2)=CC=1. The product is [O:34]1[CH:35]=[CH:36][N:37]=[C:33]1[C:2]1[CH:16]=[N:15][C:5]2[NH:6][C:7]3[CH:12]=[N:11][C:10]([C:13]#[N:14])=[CH:9][C:8]=3[C:4]=2[CH:3]=1. The yield is 0.450. (6) The reactants are [CH3:1][CH:2]([O:7][C:8]1[CH:9]=[CH:10][C:11]2[CH2:12][N:13](C(OC(C)(C)C)=O)[CH2:14][CH2:15][O:16][C:17]=2[N:18]=1)[CH:3]([CH3:6])[CH2:4][CH3:5].[ClH:26].C(OCC)(=O)C. The yield is 0.670. The product is [ClH:26].[CH3:1][CH:2]([O:7][C:8]1[CH:9]=[CH:10][C:11]2[CH2:12][NH:13][CH2:14][CH2:15][O:16][C:17]=2[N:18]=1)[CH:3]([CH3:6])[CH2:4][CH3:5]. No catalyst specified.